Predict the reaction yield, written as a fraction of the theoretical maximum amount of product (1.0 means a 100% yield; for example, 0.34 means a 34% yield). From a dataset of Reaction yield outcomes from USPTO patents with 853,638 reactions. The reactants are [Cl:1][C:2]1[N:7]=[C:6]([O:8][C:9]2[CH:10]=[C:11]3[C:15](=[CH:16][CH:17]=2)[NH:14][N:13]=[CH:12]3)[CH:5]=[CH:4][N:3]=1.[CH3:18][C:19]([O:22][C:23](O[C:23]([O:22][C:19]([CH3:21])([CH3:20])[CH3:18])=[O:24])=[O:24])([CH3:21])[CH3:20]. The catalyst is CN(C1C=CN=CC=1)C.C(Cl)Cl. The product is [Cl:1][C:2]1[N:7]=[C:6]([O:8][C:9]2[CH:10]=[C:11]3[C:15](=[CH:16][CH:17]=2)[N:14]([C:23]([O:22][C:19]([CH3:21])([CH3:20])[CH3:18])=[O:24])[N:13]=[CH:12]3)[CH:5]=[CH:4][N:3]=1. The yield is 0.500.